This data is from Full USPTO retrosynthesis dataset with 1.9M reactions from patents (1976-2016). The task is: Predict the reactants needed to synthesize the given product. (1) Given the product [F:33][C:27]1[CH:28]=[CH:29][CH:30]=[C:31]([F:32])[C:26]=1[O:25][CH2:24][CH2:23][NH:22][C:19]1[CH:20]=[CH:21][C:16]([O:15][C:6]2[C:5]3[C:10](=[CH:11][C:12]([O:13][CH3:14])=[C:3]([O:2][CH3:1])[CH:4]=3)[N:9]=[CH:8][CH:7]=2)=[CH:17][CH:18]=1, predict the reactants needed to synthesize it. The reactants are: [CH3:1][O:2][C:3]1[CH:4]=[C:5]2[C:10](=[CH:11][C:12]=1[O:13][CH3:14])[N:9]=[CH:8][CH:7]=[C:6]2[O:15][C:16]1[CH:21]=[CH:20][C:19]([NH:22][C:23](=O)[CH2:24][O:25][C:26]2[C:31]([F:32])=[CH:30][CH:29]=[CH:28][C:27]=2[F:33])=[CH:18][CH:17]=1.Cl.[OH-].[Na+]. (2) Given the product [Cl:1][C:2]1[CH:3]=[C:4]([C:9]2[CH:10]=[C:11]([C:12]([F:15])([F:14])[F:13])[N:20]3[N:21]=[CH:22][C:23]([C:24]4[CH:29]=[CH:28][N:27]=[CH:26][CH:25]=4)=[C:19]3[N:18]=2)[CH:5]=[CH:6][C:7]=1[F:8], predict the reactants needed to synthesize it. The reactants are: [Cl:1][C:2]1[CH:3]=[C:4]([C:9](=O)[CH2:10][C:11](=O)[C:12]([F:15])([F:14])[F:13])[CH:5]=[CH:6][C:7]=1[F:8].[NH2:18][C:19]1[C:23]([C:24]2[CH:29]=[CH:28][N:27]=[CH:26][CH:25]=2)=[CH:22][NH:21][N:20]=1. (3) Given the product [C:20]([O:19][C:13](=[O:24])[N:2]([CH2:3][C:4]1[CH:9]=[CH:8][C:7]([CH2:10][CH2:11][OH:12])=[CH:6][CH:5]=1)[CH3:1])([CH3:21])([CH3:22])[CH3:23], predict the reactants needed to synthesize it. The reactants are: [CH3:1][NH:2][CH2:3][C:4]1[CH:9]=[CH:8][C:7]([CH2:10][CH2:11][OH:12])=[CH:6][CH:5]=1.[C:13](=[O:24])([O:19][C:20]([CH3:23])([CH3:22])[CH3:21])OC(C)(C)C.O. (4) Given the product [F:1][C:2]1[CH:3]=[CH:4][C:5]([CH2:9][OH:10])=[C:6]([O:8][CH2:24][C@:25]2([CH3:28])[CH2:27][O:26]2)[CH:7]=1, predict the reactants needed to synthesize it. The reactants are: [F:1][C:2]1[CH:3]=[CH:4][C:5]([CH2:9][OH:10])=[C:6]([OH:8])[CH:7]=1.[N+](C1C=C(S(O[CH2:24][C@:25]2([CH3:28])[CH2:27][O:26]2)(=O)=O)C=CC=1)([O-])=O.C([O-])([O-])=O.[Cs+].[Cs+]. (5) Given the product [N:18]1([CH:12]([C:9]2[S:8][C:7]([C:4]3[CH:5]=[CH:6][N:2]([CH3:1])[N:3]=3)=[N:11][CH:10]=2)[CH2:13][CH3:14])[CH:17]=[CH:16][N:20]=[CH:19]1, predict the reactants needed to synthesize it. The reactants are: [CH3:1][N:2]1[CH:6]=[CH:5][C:4]([C:7]2[S:8][C:9]([CH:12](O)[CH2:13][CH3:14])=[CH:10][N:11]=2)=[N:3]1.[CH:16]1[N:20]=[CH:19][N:18](C([N:18]2[CH:19]=[N:20][CH:16]=[CH:17]2)=O)[CH:17]=1.CO.C(Cl)Cl. (6) Given the product [NH:1]1[CH:5]=[C:4]([CH:6]=[N:14][S:12]([C:9]([CH3:11])([CH3:10])[CH3:8])=[O:13])[N:3]=[N:2]1, predict the reactants needed to synthesize it. The reactants are: [NH:1]1[CH:5]=[C:4]([CH:6]=O)[N:3]=[N:2]1.[CH3:8][C:9]([S:12]([NH2:14])=[O:13])([CH3:11])[CH3:10]. (7) The reactants are: Cl.[CH2:2]([O:4][C:5](=[O:18])/[CH:6]=[CH:7]/[C:8]1[CH:17]=[CH:16][CH:15]=[C:14]2[C:9]=1[CH2:10][CH2:11][NH:12][CH2:13]2)[CH3:3].[F:19][C@H:20]1[CH2:22][C@H:21]1[C:23](O)=[O:24].CN(C(ON1N=NC2C=CC=NC1=2)=[N+](C)C)C.F[P-](F)(F)(F)(F)F.CCN(C(C)C)C(C)C. Given the product [CH2:2]([O:4][C:5](=[O:18])/[CH:6]=[CH:7]/[C:8]1[CH:17]=[CH:16][CH:15]=[C:14]2[C:9]=1[CH2:10][CH2:11][N:12]([C:23]([C@@H:21]1[CH2:22][C@@H:20]1[F:19])=[O:24])[CH2:13]2)[CH3:3], predict the reactants needed to synthesize it. (8) Given the product [Cl:1][C:2]1[CH:12]=[C:11]([Cl:13])[C:10]([S:14]([NH:21][C:20]2[CH:22]=[CH:23][CH:24]=[CH:25][C:19]=2[F:18])(=[O:16])=[O:15])=[CH:9][C:3]=1[C:4]([O:6][CH2:7][CH3:8])=[O:5], predict the reactants needed to synthesize it. The reactants are: [Cl:1][C:2]1[CH:12]=[C:11]([Cl:13])[C:10]([S:14](Cl)(=[O:16])=[O:15])=[CH:9][C:3]=1[C:4]([O:6][CH2:7][CH3:8])=[O:5].[F:18][C:19]1[CH:25]=[CH:24][CH:23]=[CH:22][C:20]=1[NH2:21].